This data is from Catalyst prediction with 721,799 reactions and 888 catalyst types from USPTO. The task is: Predict which catalyst facilitates the given reaction. (1) Reactant: [C:1]([O:5][C:6]([N:8]1[CH2:17][CH2:16][C:11]2([O:15][CH2:14][CH2:13][O:12]2)[CH2:10][CH2:9]1)=[O:7])([CH3:4])([CH3:3])[CH3:2].CN(CCN(C)C)C.[Li]C(CC)C.[CH3:31][C:32]([CH3:34])=[O:33]. Product: [C:1]([O:5][C:6]([N:8]1[CH2:9][CH2:10][C:11]2([O:15][CH2:14][CH2:13][O:12]2)[CH2:16][CH:17]1[C:32]([OH:33])([CH3:34])[CH3:31])=[O:7])([CH3:4])([CH3:2])[CH3:3]. The catalyst class is: 28. (2) Reactant: Br[C:2]1[CH:3]=[C:4]([CH:9]=[C:10]([N:12]([CH3:17])[S:13]([CH3:16])(=[O:15])=[O:14])[CH:11]=1)[C:5]([O:7]C)=[O:6].C([Sn](CCCC)(CCCC)[C:23]1[O:24][CH:25]=[CH:26][CH:27]=1)CCC.[Cl-].[Li+].CN(C)C=O. Product: [O:24]1[CH:25]=[CH:26][CH:27]=[C:23]1[C:2]1[CH:3]=[C:4]([CH:9]=[C:10]([N:12]([CH3:17])[S:13]([CH3:16])(=[O:14])=[O:15])[CH:11]=1)[C:5]([OH:7])=[O:6]. The catalyst class is: 802. (3) Reactant: [CH3:1][N:2]1[C:6]([N+:7]([O-:9])=[O:8])=[CH:5][C:4]([C:10]([NH:12][NH2:13])=[O:11])=[N:3]1.F[C:15](F)(F)C(O)=O.C(OC(OCC)OCC)C. Product: [CH3:1][N:2]1[C:6]([N+:7]([O-:9])=[O:8])=[CH:5][C:4]([C:10]2[O:11][CH:15]=[N:13][N:12]=2)=[N:3]1. The catalyst class is: 2. (4) Reactant: [BH4-].[Li+].CO.[Li+].[BH4-].CO.[F:9][C:10]1[C:11]2[O:36][N:35]=[C:34]([C:37](OCC)=[O:38])[C:12]=2[CH:13]=[C:14]2[C:27]=1[N:26]1[CH2:28][C@@H:29]([CH3:33])[O:30][C@@H:31]([CH3:32])[C@@H:25]1[C:16]1([C:21](=[O:22])[NH:20][C:19](=[O:23])[NH:18][C:17]1=[O:24])[CH2:15]2. Product: [F:9][C:10]1[C:11]2[O:36][N:35]=[C:34]([CH2:37][OH:38])[C:12]=2[CH:13]=[C:14]2[C:27]=1[N:26]1[CH2:28][C@@H:29]([CH3:33])[O:30][C@@H:31]([CH3:32])[C@@H:25]1[C:16]1([C:17](=[O:24])[NH:18][C:19](=[O:23])[NH:20][C:21]1=[O:22])[CH2:15]2. The catalyst class is: 20.